Dataset: Full USPTO retrosynthesis dataset with 1.9M reactions from patents (1976-2016). Task: Predict the reactants needed to synthesize the given product. Given the product [Cl:1][C:2]1[CH:3]=[C:4]([C:12]2[O:16][N:15]=[C:14]([C:17]([NH:19][C:20]3[CH:21]=[CH:22][C:23]([O:26][CH2:29][CH:31]4[CH2:32][O:33]4)=[CH:24][CH:25]=3)=[O:18])[CH:13]=2)[CH:5]=[CH:6][C:7]=1[O:8][CH:9]([CH3:11])[CH3:10], predict the reactants needed to synthesize it. The reactants are: [Cl:1][C:2]1[CH:3]=[C:4]([C:12]2[O:16][N:15]=[C:14]([C:17]([NH:19][C:20]3[CH:25]=[CH:24][C:23]([OH:26])=[CH:22][CH:21]=3)=[O:18])[CH:13]=2)[CH:5]=[CH:6][C:7]=1[O:8][CH:9]([CH3:11])[CH3:10].[OH-].[Na+].[CH2:29]([CH:31]1[O:33][CH2:32]1)Cl.